Task: Predict which catalyst facilitates the given reaction.. Dataset: Catalyst prediction with 721,799 reactions and 888 catalyst types from USPTO (1) Reactant: Br[C:2]1[CH:7]=[CH:6][C:5]([N:8]2[CH:12]=[CH:11][CH:10]=[N:9]2)=[CH:4][CH:3]=1.[CH2:13]([OH:16])[C:14]#[CH:15]. Product: [N:8]1([C:5]2[CH:6]=[CH:7][C:2]([C:15]#[C:14][CH2:13][OH:16])=[CH:3][CH:4]=2)[CH:12]=[CH:11][CH:10]=[N:9]1. The catalyst class is: 778. (2) Reactant: [NH:1]1[C:5]2[CH:6]=[CH:7][CH:8]=[CH:9][C:4]=2[N:3]=[C:2]1[C:10]([C:12]1[CH:30]=[CH:29][C:15]([O:16][C:17]2[C:22]([C:23]3[CH2:27][CH2:26][C:25](=[O:28])[CH:24]=3)=[CH:21][CH:20]=[CH:19][N:18]=2)=[CH:14][CH:13]=1)=[O:11].[Cl-].[Ce+3].[Cl-].[Cl-].[B-].[Na+]. Product: [NH:1]1[C:5]2[CH:6]=[CH:7][CH:8]=[CH:9][C:4]=2[N:3]=[C:2]1[CH:10]([OH:11])[C:12]1[CH:30]=[CH:29][C:15]([O:16][C:17]2[C:22]([C:23]3[CH2:27][CH2:26][CH:25]([OH:28])[CH:24]=3)=[CH:21][CH:20]=[CH:19][N:18]=2)=[CH:14][CH:13]=1. The catalyst class is: 83. (3) Reactant: [Cl:1][C:2]1[S:6][C:5]([S:7]([NH2:10])(=[O:9])=[O:8])=[CH:4][CH:3]=1.[OH-].[Na+].Cl[C:14]([O:16][CH2:17][C:18]([Cl:21])([Cl:20])[Cl:19])=[O:15].Cl. Product: [Cl:19][C:18]([Cl:21])([Cl:20])[CH2:17][O:16][C:14](=[O:15])[NH:10][S:7]([C:5]1[S:6][C:2]([Cl:1])=[CH:3][CH:4]=1)(=[O:9])=[O:8]. The catalyst class is: 232. (4) The catalyst class is: 33. Product: [NH2:1][C:2]1[C:6]([C:7]2[CH:34]=[C:33]([Cl:35])[CH:32]=[CH:31][C:8]=2[O:9][C:10]2[C:15]([Cl:16])=[CH:14][C:13]([S:17]([NH:20][C:21]3[CH:26]=[CH:25][N:24]=[CH:23][N:22]=3)(=[O:19])=[O:18])=[C:12]([F:30])[CH:11]=2)=[CH:5][NH:4][N:3]=1. Reactant: [NH2:1][C:2]1[C:6]([C:7]2[CH:34]=[C:33]([Cl:35])[CH:32]=[CH:31][C:8]=2[O:9][C:10]2[C:15]([Cl:16])=[CH:14][C:13]([S:17]([N:20](COC)[C:21]3[CH:26]=[CH:25][N:24]=[CH:23][N:22]=3)(=[O:19])=[O:18])=[C:12]([F:30])[CH:11]=2)=[CH:5][N:4](C2CCCCO2)[N:3]=1.CO.O. (5) Reactant: [H-].[Na+].[Br:3][C:4]1[CH:5]=[C:6]([OH:10])[CH:7]=[CH:8][CH:9]=1.[C:11]([O:15][C:16](=[O:29])[N:17]([C:19]1[CH:24]=[C:23](Cl)[CH:22]=[CH:21][C:20]=1[N+:26]([O-:28])=[O:27])[CH3:18])([CH3:14])([CH3:13])[CH3:12]. Product: [C:11]([O:15][C:16](=[O:29])[N:17]([C:19]1[CH:24]=[C:23]([O:10][C:6]2[CH:7]=[CH:8][CH:9]=[C:4]([Br:3])[CH:5]=2)[CH:22]=[CH:21][C:20]=1[N+:26]([O-:28])=[O:27])[CH3:18])([CH3:14])([CH3:12])[CH3:13]. The catalyst class is: 9. (6) Reactant: [C:1]1(C)C=CC=CC=1.N1CCCCC1.[C:14]12([C:24]3[CH:25]=[C:26]([C:33]4[CH:34]=[C:35]5[C:40](=[CH:41][CH:42]=4)[CH:39]=[C:38](C=O)[CH:37]=[CH:36]5)[CH:27]=[C:28]4[O:32][CH2:31][O:30][C:29]=34)[CH2:23][CH:18]3[CH2:19][CH:20]([CH2:22][CH:16]([CH2:17]3)[CH2:15]1)[CH2:21]2.[S:45]1[CH2:49][C:48](=[O:50])[NH:47][C:46]1=[O:51]. Product: [C:14]12([C:24]3[CH:25]=[C:26]([C:33]4[CH:34]=[C:35]5[C:40](=[CH:41][CH:42]=4)[CH:39]=[C:38]([N:47]4[C:48](=[O:50])[C:49](=[CH2:1])[S:45][C:46]4=[O:51])[CH:37]=[CH:36]5)[CH:27]=[C:28]4[O:32][CH2:31][O:30][C:29]=34)[CH2:23][CH:18]3[CH2:19][CH:20]([CH2:22][CH:16]([CH2:17]3)[CH2:15]1)[CH2:21]2. The catalyst class is: 15. (7) Reactant: [OH:1][C:2]([C:5]1[O:9][N:8]=[C:7]([C:10]([O:12][CH2:13][CH3:14])=[O:11])[CH:6]=1)([CH3:4])[CH3:3].[H-].[Na+].Br[CH2:18][C:19]#[CH:20].O. Product: [CH3:3][C:2]([C:5]1[O:9][N:8]=[C:7]([C:10]([O:12][CH2:13][CH3:14])=[O:11])[CH:6]=1)([O:1][CH2:20][C:19]#[CH:18])[CH3:4]. The catalyst class is: 7. (8) Reactant: C([O-])([O-])=O.[K+].[K+].[F:7][C:8]([F:20])([F:19])[C:9]1[C:13]([C:14]([O:16][CH2:17][CH3:18])=[O:15])=[CH:12][NH:11][N:10]=1.CN[C@H]1CCCC[C@@H]1NC.Br[C:32]1[CH:37]=[CH:36][CH:35]=[CH:34][C:33]=1[OH:38]. Product: [OH:38][C:33]1[CH:34]=[CH:35][CH:36]=[CH:37][C:32]=1[N:11]1[CH:12]=[C:13]([C:14]([O:16][CH2:17][CH3:18])=[O:15])[C:9]([C:8]([F:7])([F:19])[F:20])=[N:10]1. The catalyst class is: 509.